This data is from Reaction yield outcomes from USPTO patents with 853,638 reactions. The task is: Predict the reaction yield, written as a fraction of the theoretical maximum amount of product (1.0 means a 100% yield; for example, 0.34 means a 34% yield). (1) The reactants are [CH3:1][O:2][C:3](=[O:12])[CH2:4][C:5]1[CH:10]=[CH:9][CH:8]=[C:7]([OH:11])[CH:6]=1.[Br:13][CH2:14][C@@H:15]([CH3:18])[CH2:16]O.C1(P(C2C=CC=CC=2)C2C=CC=CC=2)C=CC=CC=1.CC(OC(/N=N/C(OC(C)C)=O)=O)C. The catalyst is C1(C)C=CC=CC=1.CCCCCC. The product is [CH3:1][O:2][C:3](=[O:12])[CH2:4][C:5]1[CH:10]=[CH:9][CH:8]=[C:7]([O:11][CH2:16][C@H:15]([CH3:18])[CH2:14][Br:13])[CH:6]=1. The yield is 0.630. (2) The reactants are CN(C)C=O.[Br:6][C:7]1[CH:16]=[CH:15][C:10]([C:11]([O:13][CH3:14])=[O:12])=[C:9]([OH:17])[CH:8]=1.Cl[C:19]([F:25])([F:24])C(OC)=O.C(=O)([O-])[O-].[K+].[K+]. The catalyst is O. The product is [Br:6][C:7]1[CH:16]=[CH:15][C:10]([C:11]([O:13][CH3:14])=[O:12])=[C:9]([O:17][CH:19]([F:25])[F:24])[CH:8]=1. The yield is 0.230. (3) The reactants are [O-:1][CH2:2][CH3:3].[Na+].Br[CH2:6][CH2:7][CH2:8][CH2:9][CH2:10][CH2:11][C:12]([O:14][CH2:15][CH3:16])=[O:13]. The catalyst is C(O)C. The product is [CH2:2]([O:1][CH2:6][CH2:7][CH2:8][CH2:9][CH2:10][CH2:11][C:12]([O:14][CH2:15][CH3:16])=[O:13])[CH3:3]. The yield is 0.400. (4) The catalyst is O. The product is [CH3:16][O:17][C:18]1[CH:19]=[C:20]([CH2:26][CH2:27][O:28][C:9]2[CH:14]=[C:13]([I:15])[CH:12]=[CH:11][N:10]=2)[CH:21]=[CH:22][C:23]=1[O:24][CH3:25]. The yield is 0.510. The reactants are [H-].[Na+].CN(C=O)C.F[C:9]1[CH:14]=[C:13]([I:15])[CH:12]=[CH:11][N:10]=1.[CH3:16][O:17][C:18]1[CH:19]=[C:20]([CH2:26][CH2:27][OH:28])[CH:21]=[CH:22][C:23]=1[O:24][CH3:25]. (5) The reactants are [NH:1]1[CH2:5][CH2:4][CH2:3][CH2:2]1.[N:6]1[CH:11]=[CH:10][CH:9]=[CH:8]C=1.[C:12]12([C:28](Cl)=[O:29])[CH2:21][C:16]3([C:22](Cl)=[O:23])[CH2:17][CH:18]([CH2:20][C:14]([C:25](Cl)=[O:26])([CH2:15]3)[CH2:13]1)[CH2:19]2. The catalyst is C(Cl)Cl. The product is [N:1]1([C:28]([C:12]23[CH2:21][C:16]4([C:22]([N:1]5[CH2:5][CH2:4][CH2:3][CH2:2]5)=[O:23])[CH2:17][CH:18]([CH2:20][C:14]([C:25]([N:6]5[CH2:8][CH2:9][CH2:10][CH2:11]5)=[O:26])([CH2:15]4)[CH2:13]2)[CH2:19]3)=[O:29])[CH2:5][CH2:4][CH2:3][CH2:2]1. The yield is 0.900. (6) The reactants are C[O:2][C:3](=[O:18])[C@@H:4]([O:15][CH2:16][CH3:17])[CH2:5][C:6]1[CH:7]=[C:8]2[C:12](=[CH:13][CH:14]=1)[NH:11][CH:10]=[CH:9]2.Cl[CH2:20][C:21]1[N:22]=[C:23]([C:27]2[CH:32]=[CH:31][C:30]([F:33])=[C:29]([CH3:34])[CH:28]=2)[O:24][C:25]=1[CH3:26]. No catalyst specified. The product is [CH2:16]([O:15][C@@H:4]([CH2:5][C:6]1[CH:7]=[C:8]2[C:12](=[CH:13][CH:14]=1)[N:11]([CH2:20][C:21]1[N:22]=[C:23]([C:27]3[CH:32]=[CH:31][C:30]([F:33])=[C:29]([CH3:34])[CH:28]=3)[O:24][C:25]=1[CH3:26])[CH:10]=[CH:9]2)[C:3]([OH:2])=[O:18])[CH3:17]. The yield is 0.580. (7) The reactants are [F:1][CH:2]([F:19])[C:3](=O)[CH2:4][C:5]([C:7]1[CH:12]=[CH:11][C:10]([C:13]([F:16])([F:15])[F:14])=[C:9]([CH3:17])[CH:8]=1)=O.[NH2:20][C:21]1[C:25]([C:26]2[CH:31]=[CH:30][N:29]=[CH:28][CH:27]=2)=[CH:24][NH:23][N:22]=1. No catalyst specified. The product is [F:1][CH:2]([F:19])[C:3]1[N:22]2[N:23]=[CH:24][C:25]([C:26]3[CH:31]=[CH:30][N:29]=[CH:28][CH:27]=3)=[C:21]2[N:20]=[C:5]([C:7]2[CH:12]=[CH:11][C:10]([C:13]([F:16])([F:15])[F:14])=[C:9]([CH3:17])[CH:8]=2)[CH:4]=1. The yield is 0.690.